From a dataset of Full USPTO retrosynthesis dataset with 1.9M reactions from patents (1976-2016). Predict the reactants needed to synthesize the given product. (1) Given the product [CH3:13][O:1][C:2]1[CH:3]=[CH:4][C:5]([CH2:8][C:9]([O:11][CH3:12])=[O:10])=[CH:6][CH:7]=1, predict the reactants needed to synthesize it. The reactants are: [OH:1][C:2]1[CH:7]=[CH:6][C:5]([CH2:8][C:9]([O:11][CH3:12])=[O:10])=[CH:4][CH:3]=1.[C:13](=O)([O-])[O-].[K+].[K+].IC. (2) Given the product [F:2][C:3]1[CH:4]=[C:5]([C@H:10]2[CH2:15][CH2:14][N:13]([CH2:33][C:25]3[N:24]([CH3:23])[C:28]4[CH:29]=[CH:30][CH:31]=[CH:32][C:27]=4[N:26]=3)[CH2:12][C@H:11]2[CH3:16])[CH:6]=[CH:7][C:8]=1[F:9], predict the reactants needed to synthesize it. The reactants are: Cl.[F:2][C:3]1[CH:4]=[C:5]([C@H:10]2[CH2:15][CH2:14][NH:13][CH2:12][C@H:11]2[CH3:16])[CH:6]=[CH:7][C:8]=1[F:9].[O-]S([O-])(=O)=O.[Mg+2].[CH3:23][N:24]1[C:28]2[CH:29]=[CH:30][CH:31]=[CH:32][C:27]=2[N:26]=[C:25]1[CH:33]=O.[BH-](OC(C)=O)(OC(C)=O)OC(C)=O.[Na+]. (3) Given the product [CH3:18][O:17][C:10]1[CH:11]=[CH:12][CH:13]=[C:14]([O:15][CH3:16])[C:9]=1[CH:2]1[N:1]([CH2:29][C:28]2[CH:31]=[CH:32][CH:33]=[C:26]([O:19][C:20]3[CH:25]=[CH:24][CH:23]=[CH:22][CH:21]=3)[CH:27]=2)[C:5](=[O:7])[CH2:4][CH2:3]1, predict the reactants needed to synthesize it. The reactants are: [NH2:1][CH:2]([C:9]1[C:14]([O:15][CH3:16])=[CH:13][CH:12]=[CH:11][C:10]=1[O:17][CH3:18])[CH2:3][CH2:4][C:5]([O:7]C)=O.[O:19]([C:26]1[CH:27]=[C:28]([CH:31]=[CH:32][CH:33]=1)[CH:29]=O)[C:20]1[CH:25]=[CH:24][CH:23]=[CH:22][CH:21]=1. (4) Given the product [CH:1]([N:14]1[CH2:17][C:16]2([CH2:20][CH2:19][C@@H:18]2[NH:21][C:35](=[O:36])[O:34][C:31]([CH3:33])([CH3:32])[CH3:30])[CH2:15]1)([C:8]1[CH:13]=[CH:12][CH:11]=[CH:10][CH:9]=1)[C:2]1[CH:3]=[CH:4][CH:5]=[CH:6][CH:7]=1, predict the reactants needed to synthesize it. The reactants are: [CH:1]([N:14]1[CH2:17][C:16]2([CH2:20][CH2:19][C@@H:18]2[NH2:21])[CH2:15]1)([C:8]1[CH:13]=[CH:12][CH:11]=[CH:10][CH:9]=1)[C:2]1[CH:7]=[CH:6][CH:5]=[CH:4][CH:3]=1.Cl.CCN(CC)CC.[CH3:30][C:31]([O:34][C:35](O[C:35]([O:34][C:31]([CH3:33])([CH3:32])[CH3:30])=[O:36])=[O:36])([CH3:33])[CH3:32].